This data is from Catalyst prediction with 721,799 reactions and 888 catalyst types from USPTO. The task is: Predict which catalyst facilitates the given reaction. (1) Reactant: [CH:1]([N:3]1[CH2:9][C:8]2[CH:10]=[CH:11][C:12]([C:14](OC)=[O:15])=[CH:13][C:7]=2[O:6][CH2:5][C@H:4]1[CH3:18])=[O:2].[OH-:19].[Na+].[NH2:21]O. Product: [CH:1]([N:3]1[CH2:9][C:8]2[CH:10]=[CH:11][C:12]([C:14]([NH:21][OH:19])=[O:15])=[CH:13][C:7]=2[O:6][CH2:5][C@H:4]1[CH3:18])=[O:2]. The catalyst class is: 36. (2) Reactant: [CH:1]1[C:2]([CH2:10][C@@H:11]([NH2:28])[CH2:12][C:13]([N:15]2[CH2:27][C:19]3=[N:20][N:21]=[C:22]([C:23]([F:26])([F:25])[F:24])[N:18]3[CH2:17][CH2:16]2)=[O:14])=[C:3]([F:9])[CH:4]=[C:5]([F:8])[C:6]=1[F:7].C([O-])(=O)[C@H](C1C=CC=CC=1)O. Product: [CH:1]1[C:2]([CH2:10][C@@H:11]([NH2:28])[CH2:12][C:13]([N:15]2[CH2:27][C:19]3=[N:20][N:21]=[C:22]([C:23]([F:26])([F:25])[F:24])[N:18]3[CH2:17][CH2:16]2)=[O:14])=[C:3]([F:9])[CH:4]=[C:5]([F:8])[C:6]=1[F:7]. The catalyst class is: 21. (3) The catalyst class is: 28. Product: [CH2:18]([C:2]1[C:3]([NH2:11])=[CH:4][C:5]2[C:10](=[CH:9][CH:8]=[CH:7][CH:6]=2)[N:1]=1)[CH2:19][CH2:20][CH2:21][CH2:22][CH3:23]. Reactant: [N:1]1[C:10]2[C:5](=[CH:6][CH:7]=[CH:8][CH:9]=2)[CH:4]=[C:3]([NH2:11])[CH:2]=1.C([Li])(C)(C)C.I[CH2:18][CH2:19][CH2:20][CH2:21][CH2:22][CH3:23]. (4) Reactant: Cl.[CH2:2]([N:9]1[CH:17]=[C:16]2[C:11]([CH:12]=[C:13]([C:18]3[CH:19]=[C:20]([C:28]4[N:29]=[C:30]([CH:33]5[CH2:38][CH2:37][NH:36][CH2:35][CH2:34]5)[S:31][CH:32]=4)[N:21]4[C:26]=3[C:25]([NH2:27])=[N:24][CH:23]=[N:22]4)[CH:14]=[CH:15]2)=[N:10]1)[C:3]1[CH:8]=[CH:7][CH:6]=[CH:5][CH:4]=1.[CH3:39][N:40]([CH3:45])[CH2:41][C:42](O)=[O:43].CCN=C=NCCCN(C)C.Cl.C1C=CC2N(O)N=NC=2C=1.C(N(CC)C(C)C)(C)C. Product: [CH2:2]([N:9]1[CH:17]=[C:16]2[C:11]([CH:12]=[C:13]([C:18]3[CH:19]=[C:20]([C:28]4[N:29]=[C:30]([CH:33]5[CH2:38][CH2:37][N:36]([C:42](=[O:43])[CH2:41][N:40]([CH3:45])[CH3:39])[CH2:35][CH2:34]5)[S:31][CH:32]=4)[N:21]4[C:26]=3[C:25]([NH2:27])=[N:24][CH:23]=[N:22]4)[CH:14]=[CH:15]2)=[N:10]1)[C:3]1[CH:4]=[CH:5][CH:6]=[CH:7][CH:8]=1. The catalyst class is: 3. (5) Reactant: [C:1]([O:5][C:6]([NH:8][CH2:9][C@@H:10]([CH2:14][C:15]1[CH:20]=[C:19]([Cl:21])[CH:18]=[CH:17][C:16]=1[O:22][CH3:23])[C:11]([OH:13])=[O:12])=[O:7])([CH3:4])([CH3:3])[CH3:2].[C:24](C1NC=CN=1)(C1NC=CN=1)=O.CO.C(N(CC)CC)C. Product: [C:1]([O:5][C:6]([NH:8][CH2:9][C@@H:10]([CH2:14][C:15]1[CH:20]=[C:19]([Cl:21])[CH:18]=[CH:17][C:16]=1[O:22][CH3:23])[C:11]([O:13][CH3:24])=[O:12])=[O:7])([CH3:4])([CH3:3])[CH3:2]. The catalyst class is: 30. (6) Reactant: S[C:2]1[CH:7]=[CH:6][CH:5]=[CH:4][N:3]=1.[S:8](=[O:12])(=O)(O)[OH:9].[Cl:13][O-].[Na+]. Product: [N:3]1[CH:4]=[CH:5][CH:6]=[CH:7][C:2]=1[S:8]([Cl:13])(=[O:12])=[O:9]. The catalyst class is: 6. (7) Reactant: [NH2:1][C:2]1[CH:7]=[CH:6][C:5]([C:8](=[O:26])[CH2:9][N:10]2[C:14](=[O:15])[C:13]([C:19]3[CH:24]=[CH:23][CH:22]=[CH:21][CH:20]=3)([CH2:16][CH2:17][CH3:18])[N:12]=[C:11]2[CH3:25])=[C:4]([F:27])[CH:3]=1.[N:28]([C:31]1[C:32]([CH3:37])=[N:33][O:34][C:35]=1[CH3:36])=[C:29]=[O:30]. Product: [CH3:37][C:32]1[C:31]([NH:28][C:29]([NH:1][C:2]2[CH:7]=[CH:6][C:5]([C:8](=[O:26])[CH2:9][N:10]3[C:14](=[O:15])[C:13]([C:19]4[CH:24]=[CH:23][CH:22]=[CH:21][CH:20]=4)([CH2:16][CH2:17][CH3:18])[N:12]=[C:11]3[CH3:25])=[C:4]([F:27])[CH:3]=2)=[O:30])=[C:35]([CH3:36])[O:34][N:33]=1. The catalyst class is: 4. (8) Reactant: [NH2:1][C@H:2]1[CH2:6][CH2:5][N:4]([CH:7]2[CH2:12][CH2:11][N:10]([C:13]3[C:18]([Cl:19])=[CH:17][C:16]([C:20]([F:23])([F:22])[F:21])=[CH:15][N:14]=3)[CH2:9][CH2:8]2)[C:3]1=[O:24].[F:25][C:26]1[CH:27]=[C:28]([CH:31]=[CH:32][C:33]=1F)[C:29]#[N:30].C(=O)([O-])[O-].[K+].[K+]. Product: [Cl:19][C:18]1[C:13]([N:10]2[CH2:11][CH2:12][CH:7]([N:4]3[CH2:5][CH2:6][C@H:2]([NH:1][C:33]4[CH:32]=[CH:31][C:28]([C:29]#[N:30])=[CH:27][C:26]=4[F:25])[C:3]3=[O:24])[CH2:8][CH2:9]2)=[N:14][CH:15]=[C:16]([C:20]([F:23])([F:22])[F:21])[CH:17]=1. The catalyst class is: 197.